This data is from Catalyst prediction with 721,799 reactions and 888 catalyst types from USPTO. The task is: Predict which catalyst facilitates the given reaction. Reactant: [CH3:1][CH:2]1[S:7][CH2:6][CH2:5][CH2:4][S:3]1.C([Li])CCC.[F:13][C:14]([F:21])([F:20])[C:15]([O:17]CC)=O.[Cl-].[NH4+]. Product: [F:21][C:14]([F:13])([F:20])[C:15]([C:2]1([CH3:1])[S:7][CH2:6][CH2:5][CH2:4][S:3]1)=[O:17]. The catalyst class is: 1.